From a dataset of Forward reaction prediction with 1.9M reactions from USPTO patents (1976-2016). Predict the product of the given reaction. (1) Given the reactants [OH-].[Na+].[Cl:3][C:4]1[CH:9]=[CH:8][C:7]([C:10]2[CH:15]=[CH:14][C:13]([NH:16][CH2:17][C:18]3[CH:23]=[C:22]([F:24])[C:21]([F:25])=[CH:20][C:19]=3[C:26]3[CH:27]=[CH:28][C:29]([C:32]([NH:34][CH2:35][CH2:36][C:37]([O:39]CC)=[O:38])=[O:33])=[N:30][CH:31]=3)=[CH:12][CH:11]=2)=[CH:6][CH:5]=1, predict the reaction product. The product is: [Cl:3][C:4]1[CH:5]=[CH:6][C:7]([C:10]2[CH:15]=[CH:14][C:13]([NH:16][CH2:17][C:18]3[CH:23]=[C:22]([F:24])[C:21]([F:25])=[CH:20][C:19]=3[C:26]3[CH:27]=[CH:28][C:29]([C:32]([NH:34][CH2:35][CH2:36][C:37]([OH:39])=[O:38])=[O:33])=[N:30][CH:31]=3)=[CH:12][CH:11]=2)=[CH:8][CH:9]=1. (2) The product is: [Cl:3][C:17]([C:11]1[CH:10]([C:20]2[CH:25]=[CH:24][CH:23]=[C:22]([N+:26]([O-:28])=[O:27])[CH:21]=2)[C:9]([C:7]([O:6][CH3:5])=[O:8])=[C:14]([CH3:15])[NH:13][C:12]=1[CH3:16])=[O:18]. Given the reactants S(Cl)([Cl:3])=O.[CH3:5][O:6][C:7]([C:9]1[CH:10]([C:20]2[CH:25]=[CH:24][CH:23]=[C:22]([N+:26]([O-:28])=[O:27])[CH:21]=2)[C:11]([C:17](O)=[O:18])=[C:12]([CH3:16])[NH:13][C:14]=1[CH3:15])=[O:8], predict the reaction product. (3) Given the reactants [Cl:1][C:2]1[CH:7]=[CH:6][CH:5]=[CH:4][C:3]=1[NH:8][CH:9]1[CH2:14][CH2:13][N:12]([C:15](=[O:39])[CH2:16][NH:17][C:18]([C:20]2[CH:24]=[C:23]([C:25]3[CH:30]=[CH:29][CH:28]=[C:27]([O:31]CC4C=CC=CC=4)[CH:26]=3)[NH:22][N:21]=2)=[O:19])[CH2:11][CH2:10]1.B(Br)(Br)Br, predict the reaction product. The product is: [Cl:1][C:2]1[CH:7]=[CH:6][CH:5]=[CH:4][C:3]=1[NH:8][CH:9]1[CH2:14][CH2:13][N:12]([C:15](=[O:39])[CH2:16][NH:17][C:18]([C:20]2[CH:24]=[C:23]([C:25]3[CH:30]=[CH:29][CH:28]=[C:27]([OH:31])[CH:26]=3)[NH:22][N:21]=2)=[O:19])[CH2:11][CH2:10]1. (4) Given the reactants [CH2:1]([NH:4][CH:5]1[CH2:14][C:13]2[CH:12]=[C:11]([OH:15])[CH:10]=[CH:9][C:8]=2[CH2:7][CH2:6]1)[CH2:2][CH3:3].[C:16]([O:20][C:21]([N:23]1[CH2:28][CH2:27][CH:26]([CH:29]=O)[CH2:25][CH2:24]1)=[O:22])([CH3:19])([CH3:18])[CH3:17].C(O[BH-](OC(=O)C)OC(=O)C)(=O)C.[Na+], predict the reaction product. The product is: [C:16]([O:20][C:21]([N:23]1[CH2:24][CH2:25][CH:26]([CH2:29][N:4]([CH:5]2[CH2:6][CH2:7][C:8]3[C:13](=[CH:12][C:11]([OH:15])=[CH:10][CH:9]=3)[CH2:14]2)[CH2:1][CH2:2][CH3:3])[CH2:27][CH2:28]1)=[O:22])([CH3:17])([CH3:18])[CH3:19]. (5) The product is: [Si:19]([O:18][C@H:17]([CH2:26][O:27][Si:28]([C:29]([CH3:30])([CH3:32])[CH3:31])([CH3:33])[CH3:34])[CH2:16][N:7]1[C:8]2[C:4](=[CH:3][C:2]([CH3:1])=[CH:10][CH:9]=2)[CH:5]=[C:6]1[C:11]#[N:12])([C:20]([CH3:23])([CH3:22])[CH3:21])([CH3:25])[CH3:24]. Given the reactants [CH3:1][C:2]1[CH:3]=[C:4]2[C:8](=[CH:9][CH:10]=1)[NH:7][C:6]([C:11]#[N:12])=[CH:5]2.[H-].[Na+].Cl[CH2:16][C@@H:17]([CH2:26][O:27][Si:28]([CH3:34])([CH3:33])[C:29]([CH3:32])([CH3:31])[CH3:30])[O:18][Si:19]([CH3:25])([CH3:24])[C:20]([CH3:23])([CH3:22])[CH3:21], predict the reaction product. (6) Given the reactants [CH3:1][C:2]1[CH:10]=[C:9]([CH3:11])[CH:8]=[C:7]2[C:3]=1[CH2:4][CH2:5][NH:6]2.[N:12]1[CH:17]=[CH:16][CH:15]=[CH:14][C:13]=1[CH2:18][C:19](OC)=[O:20], predict the reaction product. The product is: [CH3:1][C:2]1[CH:10]=[C:9]([CH3:11])[CH:8]=[C:7]2[C:3]=1[CH2:4][CH2:5][N:6]2[C:19](=[O:20])[CH2:18][C:13]1[CH:14]=[CH:15][CH:16]=[CH:17][N:12]=1. (7) Given the reactants CCN(C(C)C)C(C)C.Cl.[NH2:11][C@@H:12]([CH:20]([CH3:22])[CH3:21])[C:13]([O:15][C:16]([CH3:19])([CH3:18])[CH3:17])=[O:14].Cl[C:24]([O:26][CH3:27])=[O:25], predict the reaction product. The product is: [CH3:27][O:26][C:24]([NH:11][C@@H:12]([CH:20]([CH3:22])[CH3:21])[C:13]([O:15][C:16]([CH3:17])([CH3:19])[CH3:18])=[O:14])=[O:25]. (8) Given the reactants [Cl:1][C:2]1[CH:12]=[CH:11][C:5]2[NH:6][C:7](SC)=[N:8][C:4]=2[C:3]=1[C:13]([O:15][CH3:16])=[O:14].[CH3:17]O.O[O:20][S:21]([O-:23])=O.[K+], predict the reaction product. The product is: [Cl:1][C:2]1[CH:12]=[CH:11][C:5]2[NH:6][C:7]([S:21]([CH3:17])(=[O:23])=[O:20])=[N:8][C:4]=2[C:3]=1[C:13]([O:15][CH3:16])=[O:14]. (9) Given the reactants [CH3:1][N:2]1[C:7](=[O:8])[C:6]2[C:9]([C:30]3[CH:35]=[CH:34][CH:33]=[CH:32][CH:31]=3)=[C:10]([C:12]3[CH:17]=[CH:16][C:15]([C:18]4([NH:22][C:23](=[O:29])[O:24][C:25]([CH3:28])([CH3:27])[CH3:26])[CH2:21][CH2:20][CH2:19]4)=[CH:14][CH:13]=3)[O:11][C:5]=2[N:4]=[C:3]1SC.O[O:39][S:40]([O-:42])=O.[K+].[CH2:44]1COCC1, predict the reaction product. The product is: [CH3:1][N:2]1[C:7](=[O:8])[C:6]2[C:9]([C:30]3[CH:35]=[CH:34][CH:33]=[CH:32][CH:31]=3)=[C:10]([C:12]3[CH:13]=[CH:14][C:15]([C:18]4([NH:22][C:23](=[O:29])[O:24][C:25]([CH3:28])([CH3:26])[CH3:27])[CH2:21][CH2:20][CH2:19]4)=[CH:16][CH:17]=3)[O:11][C:5]=2[N:4]=[C:3]1[S:40]([CH3:44])(=[O:42])=[O:39].